From a dataset of Reaction yield outcomes from USPTO patents with 853,638 reactions. Predict the reaction yield, written as a fraction of the theoretical maximum amount of product (1.0 means a 100% yield; for example, 0.34 means a 34% yield). (1) The reactants are [OH:1][CH2:2][C:3]1[CH:11]=[CH:10][C:6]([C:7]([OH:9])=[O:8])=[CH:5][CH:4]=1.[Si:12](Cl)([C:15]([CH3:18])([CH3:17])[CH3:16])([CH3:14])[CH3:13].N1C=CN=C1. The catalyst is C(O)(=O)C.N1C=CC=CC=1.CN(C=O)C.[H][H].[Pd]. The product is [O:1]([CH2:2][C:3]1[CH:4]=[CH:5][C:6]([C:7]([OH:9])=[O:8])=[CH:10][CH:11]=1)[Si:12]([C:15]([CH3:18])([CH3:17])[CH3:16])([CH3:14])[CH3:13]. The yield is 0.650. (2) The reactants are [F:1][C:2]1[CH:7]=[CH:6][C:5]([N:8]2[C:12]([CH2:13][CH:14]([CH3:16])[CH3:15])=[CH:11][C:10]([C:17](OCC)=[O:18])=[N:9]2)=[CH:4][CH:3]=1.[H-].C([Al+]CC(C)C)C(C)C.Cl. The catalyst is ClCCl. The product is [F:1][C:2]1[CH:3]=[CH:4][C:5]([N:8]2[C:12]([CH2:13][CH:14]([CH3:15])[CH3:16])=[CH:11][C:10]([CH:17]=[O:18])=[N:9]2)=[CH:6][CH:7]=1. The yield is 0.590. (3) The reactants are [Cl:1][C:2]1[CH:7]=[CH:6][C:5]([C:8]2[S:26][CH:11]3[C:12](=[O:25])[N:13]([C:16]4[CH:21]=[CH:20][C:19]([OH:22])=[C:18]([O:23][CH3:24])[CH:17]=4)[CH:14]=[CH:15][CH:10]3[CH:9]=2)=[CH:4][CH:3]=1.C([O-])([O-])=O.[K+].[K+].Cl.Cl[CH2:35][CH:36]1[N:40]([CH3:41])[CH:39]=[N:38][CH2:37]1.Cl. The catalyst is CN1C(=O)CCC1.C(Cl)(Cl)Cl.CO.CCO.CCOC(C)=O. The product is [ClH:1].[Cl:1][C:2]1[CH:7]=[CH:6][C:5]([C:8]2[S:26][C:11]3[C:12](=[O:25])[N:13]([C:16]4[CH:21]=[CH:20][C:19]([O:22][CH2:35][C:36]5[N:40]([CH3:41])[CH:39]=[N:38][CH:37]=5)=[C:18]([O:23][CH3:24])[CH:17]=4)[CH:14]=[CH:15][C:10]=3[CH:9]=2)=[CH:4][CH:3]=1. The yield is 0.280. (4) The yield is 0.580. The reactants are [F:1][C:2]1[CH:7]=[CH:6][C:5]([OH:8])=[CH:4][CH:3]=1.[H-].[Na+].[N:11]1[C:18]([Cl:19])=[N:17][C:15](Cl)=[N:14][C:12]=1[Cl:13].[NH4+].[Cl-]. The product is [Cl:13][C:12]1[N:11]=[C:18]([Cl:19])[N:17]=[C:15]([O:8][C:5]2[CH:6]=[CH:7][C:2]([F:1])=[CH:3][CH:4]=2)[N:14]=1. The catalyst is O1CCCC1. (5) The yield is 0.550. The catalyst is C(Cl)Cl. The product is [CH2:33]([N:30]([C:31]1[CH:32]=[CH:49][C:37]([O:36][CH3:35])=[CH:38][CH:39]=1)[C:2]1[C:3]([CH:5]=[C:6]([NH:10][C:11]2[C:20]3[C:15](=[CH:16][C:17]([O:23][CH2:24][CH2:25][O:26][CH3:27])=[C:18]([O:21][CH3:22])[CH:19]=3)[N:14]=[CH:13][N:12]=2)[C:7](=[O:9])[CH:8]=1)=[O:4])[C:34]1[CH:5]=[CH:3][CH:2]=[CH:8][CH:7]=1. The reactants are Cl[C:2]1[C:3]([CH:5]=[C:6]([NH:10][C:11]2[C:20]3[C:15](=[CH:16][C:17]([O:23][CH2:24][CH2:25][O:26][CH3:27])=[C:18]([O:21][CH3:22])[CH:19]=3)[N:14]=[CH:13][N:12]=2)[C:7](=[O:9])[CH:8]=1)=[O:4].CC[N:30]([CH2:33][CH3:34])[CH2:31][CH3:32].[CH3:35][O:36][C:37]1[CH:49]=CC=C[C:38]=1[CH2:39]C1CCNCC1. (6) The reactants are [CH:1]([C:4]1[CH:9]=[CH:8][C:7]([NH:10][C:11](=[O:29])[O:12][C:13]2[CH:14]=[C:15]3[C:19](=[CH:20][CH:21]=2)[N:18](CC2C=CC=CC=2)[CH2:17][CH2:16]3)=[CH:6][CH:5]=1)([CH3:3])[CH3:2].Cl. The catalyst is [Pd].C(O)(C)C. The product is [CH:1]([C:4]1[CH:5]=[CH:6][C:7]([NH:10][C:11](=[O:29])[O:12][C:13]2[CH:14]=[C:15]3[C:19](=[CH:20][CH:21]=2)[NH:18][CH2:17][CH2:16]3)=[CH:8][CH:9]=1)([CH3:3])[CH3:2]. The yield is 0.960. (7) The reactants are [OH:1][CH2:2][C@@H:3]([NH:14][C:15]([O:17][CH2:18][C:19]1[CH:24]=[CH:23][CH:22]=[CH:21][CH:20]=1)=[O:16])[CH2:4][N:5]1[CH2:13][CH2:12][CH2:11][C@H:6]1[C:7]([O:9][CH3:10])=[O:8].C(N(CC)CC)C.[CH3:32][S:33](Cl)(=[O:35])=[O:34]. The catalyst is ClCCl.CN(C)C1C=CN=CC=1. The product is [CH3:32][S:33]([O:1][CH2:2][C@@H:3]([NH:14][C:15]([O:17][CH2:18][C:19]1[CH:20]=[CH:21][CH:22]=[CH:23][CH:24]=1)=[O:16])[CH2:4][N:5]1[CH2:13][CH2:12][CH2:11][C@H:6]1[C:7]([O:9][CH3:10])=[O:8])(=[O:35])=[O:34]. The yield is 1.00.